This data is from CYP2D6 inhibition data for predicting drug metabolism from PubChem BioAssay. The task is: Regression/Classification. Given a drug SMILES string, predict its absorption, distribution, metabolism, or excretion properties. Task type varies by dataset: regression for continuous measurements (e.g., permeability, clearance, half-life) or binary classification for categorical outcomes (e.g., BBB penetration, CYP inhibition). Dataset: cyp2d6_veith. (1) The molecule is O=[N+]([O-])c1ccc2ncccc2c1CCc1c([N+](=O)[O-])ccc2ncccc12. The result is 0 (non-inhibitor). (2) The compound is Cc1ccc(-n2c(C)cc(C(=O)CSc3n[nH]c(N)n3)c2C)cc1. The result is 0 (non-inhibitor).